This data is from Forward reaction prediction with 1.9M reactions from USPTO patents (1976-2016). The task is: Predict the product of the given reaction. (1) Given the reactants [SH:1][C:2]1[N:6]([C:7]2[CH:12]=[CH:11][CH:10]=[CH:9][CH:8]=2)[N:5]=[N:4][N:3]=1.C1(P(C2C=CC=CC=2)C2C=CC=CC=2)C=CC=CC=1.N(C(OC(C)C)=O)=NC(OC(C)C)=O.[CH2:46]([O:48][C:49](=[O:56])/[CH:50]=[C:51](\[CH3:55])/[CH2:52][CH2:53]O)[CH3:47], predict the reaction product. The product is: [CH2:46]([O:48][C:49](=[O:56])/[CH:50]=[C:51](\[CH3:55])/[CH2:52][CH2:53][S:1][C:2]1[N:6]([C:7]2[CH:12]=[CH:11][CH:10]=[CH:9][CH:8]=2)[N:5]=[N:4][N:3]=1)[CH3:47]. (2) Given the reactants [I:1][C:2]1[CH:9]=[CH:8][C:5](C=O)=[CH:4][CH:3]=1.[CH:10](OC)([O:13][CH3:14])[O:11][CH3:12], predict the reaction product. The product is: [CH3:12][O:11][CH:10]([O:13][CH3:14])[C:5]1[CH:8]=[CH:9][C:2]([I:1])=[CH:3][CH:4]=1. (3) Given the reactants C(N(CC)CC)C.[Cl:8][C:9]1[C:18]([N+:19]([O-:21])=[O:20])=[C:17](Cl)[C:16]2[C:11](=[CH:12][CH:13]=[CH:14][CH:15]=2)[N:10]=1.[NH2:23][CH2:24][CH2:25][CH2:26][CH2:27][OH:28], predict the reaction product. The product is: [Cl:8][C:9]1[C:18]([N+:19]([O-:21])=[O:20])=[C:17]([NH:23][CH2:24][CH2:25][CH2:26][CH2:27][OH:28])[C:16]2[C:11](=[CH:12][CH:13]=[CH:14][CH:15]=2)[N:10]=1. (4) Given the reactants [CH2:1]([N:8]1[C:16]2[C:11](=[C:12]([O:17][CH2:18][C:19](O)=[O:20])[CH:13]=[CH:14][CH:15]=2)[CH:10]=[C:9]1[CH3:22])[C:2]1[CH:7]=[CH:6][CH:5]=[CH:4][CH:3]=1.[CH3:23][O:24][C:25](=[O:33])[CH2:26][CH2:27][CH2:28][S:29](=[O:32])(=[O:31])[NH2:30].CCN=C=NCCCN(C)C.Cl, predict the reaction product. The product is: [CH3:23][O:24][C:25](=[O:33])[CH2:26][CH2:27][CH2:28][S:29](=[O:31])(=[O:32])[NH:30][C:19](=[O:20])[CH2:18][O:17][C:12]1[CH:13]=[CH:14][CH:15]=[C:16]2[C:11]=1[CH:10]=[C:9]([CH3:22])[N:8]2[CH2:1][C:2]1[CH:7]=[CH:6][CH:5]=[CH:4][CH:3]=1. (5) Given the reactants [Br:1][C:2]1[CH:3]=[C:4]2[C:8](=[CH:9][CH:10]=1)[C:7](=[O:11])[N:6]([C@H:12]([CH:17]([CH3:19])C)C(OC)=O)[CH2:5]2.BrC1C=CC([C:25]([O:27][CH3:28])=[O:26])=C(CBr)C=1.Cl.NCCCC(OC)=O, predict the reaction product. The product is: [Br:1][C:2]1[CH:3]=[C:4]2[C:8](=[CH:9][CH:10]=1)[C:7](=[O:11])[N:6]([CH2:12][CH2:17][CH2:19][C:25]([O:27][CH3:28])=[O:26])[CH2:5]2. (6) Given the reactants OCC(CO)O.C([O:14][CH2:15][CH:16]([CH2:19][O:20][Si:21]([C:24]([CH3:27])([CH3:26])[CH3:25])([CH3:23])[CH3:22])[O:17][CH3:18])C1C=CC=CC=1, predict the reaction product. The product is: [Si:21]([O:20][CH2:19][CH:16]([CH2:15][OH:14])[O:17][CH3:18])([C:24]([CH3:27])([CH3:26])[CH3:25])([CH3:23])[CH3:22].